Dataset: TCR-epitope binding with 47,182 pairs between 192 epitopes and 23,139 TCRs. Task: Binary Classification. Given a T-cell receptor sequence (or CDR3 region) and an epitope sequence, predict whether binding occurs between them. (1) The epitope is KPLEFGATSAAL. The TCR CDR3 sequence is CASSPDGYGYTF. Result: 1 (the TCR binds to the epitope). (2) The epitope is ATDALMTGY. The TCR CDR3 sequence is CASSLRQGGLTEAFF. Result: 1 (the TCR binds to the epitope). (3) The epitope is LLQTGIHVRVSQPSL. The TCR CDR3 sequence is CASLGNNSPLHF. Result: 1 (the TCR binds to the epitope).